From a dataset of Reaction yield outcomes from USPTO patents with 853,638 reactions. Predict the reaction yield, written as a fraction of the theoretical maximum amount of product (1.0 means a 100% yield; for example, 0.34 means a 34% yield). (1) The reactants are [CH2:1]([N:3]([CH2:14][CH2:15][N:16]1C(=O)C2=CC=CC=C2C1=O)[CH2:4][CH2:5][O:6][C:7]1[C:8]([F:13])=[N:9][CH:10]=[CH:11][CH:12]=1)[CH3:2].O.NN. The catalyst is C(O)C. The product is [NH2:16][CH2:15][CH2:14][N:3]([CH2:1][CH3:2])[CH2:4][CH2:5][O:6][C:7]1[C:8]([F:13])=[N:9][CH:10]=[CH:11][CH:12]=1. The yield is 0.990. (2) The reactants are [CH3:1][O:2][C:3]([CH:5]1[CH2:10][CH2:9][CH:8]([C:11]2[CH:16]=[CH:15][C:14]([CH:17]=[CH:18][CH:19]3[CH2:24][CH2:23][CH:22]([CH2:25][CH2:26][CH3:27])[CH2:21][CH2:20]3)=[CH:13][CH:12]=2)[CH2:7][CH2:6]1)=[O:4]. The catalyst is C1(C)C=CC=CC=1.C(O)C.[Pd]. The product is [CH3:1][O:2][C:3]([CH:5]1[CH2:6][CH2:7][CH:8]([C:11]2[CH:12]=[CH:13][C:14]([CH2:17][CH2:18][CH:19]3[CH2:20][CH2:21][CH:22]([CH2:25][CH2:26][CH3:27])[CH2:23][CH2:24]3)=[CH:15][CH:16]=2)[CH2:9][CH2:10]1)=[O:4]. The yield is 0.800. (3) The reactants are [C:1]([O:5][C:6](=[O:29])[NH:7][C:8]1[CH:9]=[CH:10][C:11]2[CH2:17][C@@H:16]([NH2:18])[C:15](=[O:19])[N:14]([CH2:20][C:21]3[CH:26]=[CH:25][CH:24]=[CH:23][CH:22]=3)[CH2:13][C:12]=2[C:27]=1[CH3:28])([CH3:4])([CH3:3])[CH3:2].C(N1C(=O)[C@H](N[C:46]([N:48]2[CH2:53][CH2:52][CH:51]([N:54]3[CH2:63][C:62]4[C:57](=[CH:58][CH:59]=[CH:60][CH:61]=4)[NH:56][C:55]3=[O:64])[CH2:50][CH2:49]2)=[O:47])CC2C=C(C)C(NC(=O)OC(C)(C)C)=CC=2C1)C1C=CC=CC=1. No catalyst specified. The product is [CH2:20]([N:14]1[C:15](=[O:19])[C@H:16]([NH:18][C:46]([N:48]2[CH2:53][CH2:52][CH:51]([N:54]3[CH2:63][C:62]4[C:57](=[CH:58][CH:59]=[CH:60][CH:61]=4)[NH:56][C:55]3=[O:64])[CH2:50][CH2:49]2)=[O:47])[CH2:17][C:11]2[CH:10]=[CH:9][C:8]([NH:7][C:6](=[O:29])[O:5][C:1]([CH3:4])([CH3:3])[CH3:2])=[C:27]([CH3:28])[C:12]=2[CH2:13]1)[C:21]1[CH:22]=[CH:23][CH:24]=[CH:25][CH:26]=1. The yield is 0.940.